Task: Predict the reactants needed to synthesize the given product.. Dataset: Full USPTO retrosynthesis dataset with 1.9M reactions from patents (1976-2016) Given the product [CH3:1][N:2]([C:3]1[CH:4]=[CH:5][C:6]([N+:9]([O-:11])=[O:10])=[CH:7][CH:8]=1)[CH2:14][CH2:13][C:12]([OH:16])=[O:15], predict the reactants needed to synthesize it. The reactants are: [CH3:1][NH:2][C:3]1[CH:8]=[CH:7][C:6]([N+:9]([O-:11])=[O:10])=[CH:5][CH:4]=1.[C:12]([OH:16])(=[O:15])[CH:13]=[CH2:14].S(=O)(=O)(O)O.